Dataset: Experimentally validated miRNA-target interactions with 360,000+ pairs, plus equal number of negative samples. Task: Binary Classification. Given a miRNA mature sequence and a target amino acid sequence, predict their likelihood of interaction. (1) The miRNA is hsa-miR-4722-5p with sequence GGCAGGAGGGCUGUGCCAGGUUG. Result: 1 (interaction). The protein sequence of the target gene is MPAHLLQDDISSSYTTTTTITAPPSRVLQNGGDKLETMPLYLEDDIRPDIKDDIYDPTYKDKEGPSPKVEYVWRNIILMSLLHLGALYGITLIPTCKFYTWLWGVFYYFVSALGITAGAHRLWSHRSYKARLPLRLFLIIANTMAFQNDVYEWARDHRAHHKFSETHADPHNSRRGFFFSHVGWLLVRKHPAVKEKGSTLDLSDLEAEKLVMFQRRYYKPGLLMMCFILPTLVPWYFWGETFQNSVFVATFLRYAVVLNATWLVNSAAHLFGYRPYDKNISPRENILVSLGAVGEGFHNY.... (2) The miRNA is mmu-miR-3066-5p with sequence UUGGUUGCUGUAGAUUAAGUAG. The protein sequence of the target gene is MSVSLVVIRLELAGHSPVPTDFGFSAAAGEMSDEEIKKKTLASAVACLEGKSAGEKAAIIHQHLGRREMTDVIIETMKARADEVRDTVEEKKPSAAPVSAQRSREQSESVNTAPESPSKQLPDQISFFSGNPSVEIVHGIMHLYKTNKMTSLKEDVRRSAMLCVLTVPATMTSHDLMKFVAPFNDVIEQMKIIRDSTPNQYMVLIKFSAQADADSFYMACNGRQFNSIEDDVCQLVYVERAEVLKSEDGASLPVMDLTELPKCTVCLERMDESVNGILTTLCNHSFHSQCLQRWDDTTCP.... Result: 0 (no interaction). (3) The miRNA is cel-miR-64-5p with sequence UAUGACACUGAAGCGUUACCGAA. The protein sequence of the target gene is MAKAPSWAGVGALAYKAPEALWPAEAVMDGTMEDSEAVQRATALIEQRLAQEEENEKLRGDARQKLPMDLLVLEDEKHHGAQSAALQKVKGQERVRKTSLDLRREIIDVGGIQNLIELRKKRKQKKRDALAASHEPPPEPEEITGPVDEETFLKAAVEGKMKVIEKFLADGGSADTCDQFRRTALHRASLEGHMEILEKLLDNGATVDFQDRLDCTAMHWACRGGHLEVVKLLQSHGADTNVRDKLLSTPLHVAVRTGQVEIVEHFLSLGLEINARDREGDTALHDAVRLNRYKIIKLLL.... Result: 0 (no interaction). (4) The miRNA is hsa-miR-136-5p with sequence ACUCCAUUUGUUUUGAUGAUGGA. The protein sequence of the target gene is MLTEASLSIWGWGSLGIVLFLITFGPFVIFYLTFYILCFVGGGLVVTLLFGKTNSEKYLEQCEHSFLPPTSPGVPKCLEEMKREARTIKIDRRLTGANIIDEPLQQVIQFSLRDYVQYWYYTLSDDESFLLEIRQTLQNALIQFATRSKEIDWQPYFTTRIVDDFGTHLRVFRKAQQKITEKDDQVKGTAEDLVDTFFEVEVEMEKEVCRDLVCTSPKDEEGFLRDLCEVLLYLLLPPGDFQNKIMRYFVREILARGILLPLINQLSDPDYINQYVIWMIRDSNCNYEAFMNIIKLSDNI.... Result: 1 (interaction). (5) The miRNA is hsa-miR-548f-5p with sequence UGCAAAAGUAAUCACAGUUUUU. The protein sequence of the target gene is MARLTKRRQADTKAIQHLWAAIEIIRNQKQIANIDRITKYMSRVHGMHPKETTRQLSLAVKDGLIVETLTVGCKGSKAGIEQEGYWLPGDEIDWETENHDWYCFECHLPGEVLICDLCFRVYHSKCLSDEFRLRDSSSPWQCPVCRSIKKKNTNKQEMGTYLRFIVSRMKERAIDLNKKGKDNKHPMYRRLVHSAVDVPTIQEKVNEGKYRSYEEFKADAQLLLHNTVIFYGADSEQADIARMLYKDTCHELDELQLCKNCFYLSNARPDNWFCYPCIPNHELVWAKMKGFGFWPAKVMQ.... Result: 1 (interaction).